Dataset: Catalyst prediction with 721,799 reactions and 888 catalyst types from USPTO. Task: Predict which catalyst facilitates the given reaction. Reactant: IC1C=CC(C2[CH2:13][CH2:12][CH2:11][C:10](=[O:14])C2)=CC=1.I[C:16]1[CH:21]=[CH:20][C:19]([CH:22]2[CH2:27][CH2:26][CH2:25][CH:24]([NH:28][CH:29]([C:31]3[C:40]4[C:35](=[CH:36][CH:37]=[CH:38][CH:39]=4)[CH:34]=[CH:33][CH:32]=3)[CH3:30])[CH2:23]2)=[CH:18][CH:17]=1.[Li]CCCC.C1(=O)CCC1. Product: [C:31]1([C@H:29]([NH:28][CH:24]2[CH2:25][CH2:26][CH2:27][CH:22]([C:19]3[CH:20]=[CH:21][C:16]([C:10]4([OH:14])[CH2:11][CH2:12][CH2:13]4)=[CH:17][CH:18]=3)[CH2:23]2)[CH3:30])[C:40]2[C:35](=[CH:36][CH:37]=[CH:38][CH:39]=2)[CH:34]=[CH:33][CH:32]=1. The catalyst class is: 1.